Dataset: Full USPTO retrosynthesis dataset with 1.9M reactions from patents (1976-2016). Task: Predict the reactants needed to synthesize the given product. Given the product [CH3:62][O:53][C:52]([C@:10]12[O:32][C@:13]([C:33]3[CH:38]=[CH:37][C:36]([Cl:39])=[C:35]([CH2:40][C:41]4[CH:46]=[CH:45][C:44]([O:47][C:48]([F:49])([F:50])[F:51])=[CH:43][CH:42]=4)[CH:34]=3)([O:12][CH2:11]1)[C@H:14]([O:24][CH2:25][C:26]1[CH:31]=[CH:30][CH:29]=[CH:28][CH:27]=1)[C@@H:15]([O:16][CH2:17][C:18]1[CH:23]=[CH:22][CH:21]=[CH:20][CH:19]=1)[C@@H:9]2[O:8][CH2:1][C:2]1[CH:7]=[CH:6][CH:5]=[CH:4][CH:3]=1)=[O:54], predict the reactants needed to synthesize it. The reactants are: [CH2:1]([O:8][C@H:9]1[C@H:15]([O:16][CH2:17][C:18]2[CH:23]=[CH:22][CH:21]=[CH:20][CH:19]=2)[C@@H:14]([O:24][CH2:25][C:26]2[CH:31]=[CH:30][CH:29]=[CH:28][CH:27]=2)[C@:13]2([C:33]3[CH:38]=[CH:37][C:36]([Cl:39])=[C:35]([CH2:40][C:41]4[CH:46]=[CH:45][C:44]([O:47][C:48]([F:51])([F:50])[F:49])=[CH:43][CH:42]=4)[CH:34]=3)[O:32][C@@:10]1([C:52]([OH:54])=[O:53])[CH2:11][O:12]2)[C:2]1[CH:7]=[CH:6][CH:5]=[CH:4][CH:3]=1.CO.S(=O)(=O)(O)O.[C:62](=O)(O)[O-].[Na+].